Dataset: Full USPTO retrosynthesis dataset with 1.9M reactions from patents (1976-2016). Task: Predict the reactants needed to synthesize the given product. (1) Given the product [NH2:17][C:13]1[CH:12]=[C:11]([S:8]([C:6]2[CH:5]=[CH:4][C:3]([CH2:20][CH2:21][NH:22][C:23](=[O:28])[C:24]([F:27])([F:25])[F:26])=[CH:2][CH:7]=2)(=[O:10])=[O:9])[CH:16]=[CH:15][CH:14]=1, predict the reactants needed to synthesize it. The reactants are: Cl[C:2]1[CH:7]=[C:6]([S:8]([C:11]2[CH:16]=[CH:15][CH:14]=[C:13]([N+:17]([O-])=O)[CH:12]=2)(=[O:10])=[O:9])[CH:5]=[CH:4][C:3]=1[CH2:20][CH2:21][NH:22][C:23](=[O:28])[C:24]([F:27])([F:26])[F:25]. (2) Given the product [Cl:22][C:15]1[C:16]2[CH:21]=[CH:20][N:19]([S:8]([C:5]3[CH:6]=[CH:7][C:2]([CH3:1])=[CH:3][CH:4]=3)(=[O:10])=[O:9])[C:17]=2[N:18]=[CH:13][N:14]=1, predict the reactants needed to synthesize it. The reactants are: [CH3:1][C:2]1[CH:7]=[CH:6][C:5]([S:8](Cl)(=[O:10])=[O:9])=[CH:4][CH:3]=1.Cl[C:13]1[N:14]=[C:15]([Cl:22])[C:16]2[CH:21]=[CH:20][NH:19][C:17]=2[N:18]=1.[OH-].[Na+]. (3) Given the product [N:1]1([C:6]2[CH:7]=[CH:8][C:9]([OH:12])=[N:10][CH:11]=2)[CH:5]=[CH:4][N:3]=[N:2]1, predict the reactants needed to synthesize it. The reactants are: [N:1]1([C:6]2[CH:7]=[CH:8][C:9]([O:12]CC3C=CC(OC)=CC=3)=[N:10][CH:11]=2)[CH:5]=[CH:4][N:3]=[N:2]1.FC(F)(F)C(O)=O. (4) Given the product [CH:1]1([NH:7][C:8]2[N:16]=[C:15]([NH:17][C:18]3[CH:23]=[CH:22][C:21]([N:24]4[CH2:29][CH2:28][O:27][CH2:26][CH2:25]4)=[CH:20][C:19]=3[CH3:30])[N:14]=[C:13]3[C:9]=2[N:10]=[CH:11][NH:12]3)[CH2:6][CH2:5][CH2:4][CH2:3][CH2:2]1, predict the reactants needed to synthesize it. The reactants are: [CH:1]1([NH:7][C:8]2[N:16]=[C:15]([NH:17][C:18]3[CH:23]=[CH:22][C:21]([N:24]4[CH2:29][CH2:28][O:27][CH2:26][CH2:25]4)=[CH:20][C:19]=3[CH3:30])[N:14]=[C:13]3[C:9]=2[N:10]=[CH:11][N:12]3C2CCCCO2)[CH2:6][CH2:5][CH2:4][CH2:3][CH2:2]1.Cl.C(OCC)C. (5) Given the product [C:1]([O:5][C:6]([N:8]1[CH2:13][CH2:12][N:11]([C:14]([C:16]2[C:24]3[C:19](=[CH:20][N:21]=[CH:22][CH:23]=3)[N:18]([C:25]3[CH:30]=[CH:29][CH:28]=[CH:27][CH:26]=3)[C:17]=2[O:39][C:37]2[CH:38]=[C:33]([F:32])[CH:34]=[CH:35][C:36]=2[CH3:40])=[O:15])[CH2:10][CH2:9]1)=[O:7])([CH3:4])([CH3:3])[CH3:2], predict the reactants needed to synthesize it. The reactants are: [C:1]([O:5][C:6]([N:8]1[CH2:13][CH2:12][N:11]([C:14]([C:16]2[C:24]3[C:19](=[CH:20][N:21]=[CH:22][CH:23]=3)[N:18]([C:25]3[CH:30]=[CH:29][CH:28]=[CH:27][CH:26]=3)[C:17]=2Cl)=[O:15])[CH2:10][CH2:9]1)=[O:7])([CH3:4])([CH3:3])[CH3:2].[F:32][C:33]1[CH:34]=[CH:35][C:36]([CH3:40])=[C:37]([OH:39])[CH:38]=1. (6) Given the product [C:31]1([O:46][C:45](=[O:48])[NH:1][C@@H:2]2[CH2:6][CH2:5][N:4]([C:7]3[N:15]=[C:14]4[C:10]([N:11]=[CH:12][N:13]4[C@@H:16]4[CH2:20][C@H:19]([NH:21][C:22](=[O:25])[CH2:23][CH3:24])[C@@H:18]([OH:26])[C@H:17]4[OH:27])=[C:9]([NH:28][CH2:29][CH:30]([C:31]4[CH:36]=[CH:35][C:34]([OH:37])=[CH:33][CH:32]=4)[C:38]4[CH:43]=[CH:42][C:41]([OH:44])=[CH:40][CH:39]=4)[N:8]=3)[CH2:3]2)[CH:36]=[CH:35][CH:34]=[CH:33][CH:32]=1, predict the reactants needed to synthesize it. The reactants are: [NH2:1][C@@H:2]1[CH2:6][CH2:5][N:4]([C:7]2[N:15]=[C:14]3[C:10]([N:11]=[CH:12][N:13]3[C@@H:16]3[CH2:20][C@H:19]([NH:21][C:22](=[O:25])[CH2:23][CH3:24])[C@@H:18]([OH:26])[C@H:17]3[OH:27])=[C:9]([NH:28][CH2:29][CH:30]([C:38]3[CH:43]=[CH:42][C:41]([OH:44])=[CH:40][CH:39]=3)[C:31]3[CH:36]=[CH:35][C:34]([OH:37])=[CH:33][CH:32]=3)[N:8]=2)[CH2:3]1.[C:45](=[O:48])([O-])[O-:46].[K+].[K+]. (7) Given the product [C:1]([O:5][C:6](=[O:23])[NH:7][C:8]1[CH:13]=[CH:12][C:11]([C:14]2[CH:19]=[CH:18][C:17]([F:20])=[CH:16][C:15]=2[F:21])=[CH:10][C:9]=1[NH:22][C:27](=[O:26])[CH2:28][C:29](=[O:41])[C:30]1[CH:35]=[CH:34][CH:33]=[C:32]([N:36]2[CH:40]=[CH:39][N:38]=[N:37]2)[CH:31]=1)([CH3:4])([CH3:2])[CH3:3], predict the reactants needed to synthesize it. The reactants are: [C:1]([O:5][C:6](=[O:23])[NH:7][C:8]1[CH:13]=[CH:12][C:11]([C:14]2[CH:19]=[CH:18][C:17]([F:20])=[CH:16][C:15]=2[F:21])=[CH:10][C:9]=1[NH2:22])([CH3:4])([CH3:3])[CH3:2].C([O:26][C:27](=O)[CH2:28][C:29](=[O:41])[C:30]1[CH:35]=[CH:34][CH:33]=[C:32]([N:36]2[CH:40]=[CH:39][N:38]=[N:37]2)[CH:31]=1)C. (8) Given the product [CH3:28][O:27][C:26]1[C:3](=[O:2])[C:4]([CH3:33])=[C:5]([CH2:6][C:7]2[CH:8]=[CH:9][C:10]([O:16][CH2:17][C:18]3[CH:23]=[CH:22][N:21]=[CH:20][CH:19]=3)=[C:11]([CH:15]=2)[C:12]([OH:14])=[O:13])[C:24](=[O:31])[C:25]=1[O:29][CH3:30], predict the reactants needed to synthesize it. The reactants are: C[O:2][C:3]1[C:4]([CH3:33])=[C:5]([C:24]([O:31]C)=[C:25]([O:29][CH3:30])[C:26]=1[O:27][CH3:28])[CH2:6][C:7]1[CH:8]=[CH:9][C:10]([O:16][CH2:17][C:18]2[CH:23]=[CH:22][N:21]=[CH:20][CH:19]=2)=[C:11]([CH:15]=1)[C:12]([OH:14])=[O:13].O=[N+]([O-])[O-].[O-][N+](=O)[O-].[O-][N+](=O)[O-].[O-][N+](=O)[O-].[O-][N+](=O)[O-].[O-][N+](=O)[O-].[Ce+4].[NH4+].[NH4+]. (9) Given the product [CH:16]1([S:19]([N:9]2[CH2:8][CH2:7][C:6]3([C:4](=[O:5])[N:30]([C:29]4[CH:31]=[CH:32][C:26]([O:25][C:24]([F:23])([F:33])[F:34])=[CH:27][CH:28]=4)[CH2:13][CH2:12]3)[CH2:11][CH2:10]2)(=[O:21])=[O:20])[CH2:18][CH2:17]1, predict the reactants needed to synthesize it. The reactants are: C(O[C:4]([C:6]1([CH2:12][CH2:13]OC)[CH2:11][CH2:10][NH:9][CH2:8][CH2:7]1)=[O:5])C.[CH:16]1([S:19](Cl)(=[O:21])=[O:20])[CH2:18][CH2:17]1.[F:23][C:24]([F:34])([F:33])[O:25][C:26]1[CH:32]=[CH:31][C:29]([NH2:30])=[CH:28][CH:27]=1. (10) Given the product [NH2:1][C:2]1[C:11]2[N:10]=[CH:9][C:8]([CH2:12][CH2:13][C:14]3[CH:22]=[CH:21][C:17]([C:18]([Cl:31])=[O:19])=[CH:16][C:15]=3[CH3:23])=[CH:7][C:6]=2[C:5]2[CH:24]=[CH:25][C:26]([CH3:28])=[CH:27][C:4]=2[N:3]=1, predict the reactants needed to synthesize it. The reactants are: [NH2:1][C:2]1[C:11]2[N:10]=[CH:9][C:8]([CH2:12][CH2:13][C:14]3[CH:22]=[CH:21][C:17]([C:18](O)=[O:19])=[CH:16][C:15]=3[CH3:23])=[CH:7][C:6]=2[C:5]2[CH:24]=[CH:25][C:26]([CH3:28])=[CH:27][C:4]=2[N:3]=1.S(Cl)([Cl:31])=O.